This data is from Full USPTO retrosynthesis dataset with 1.9M reactions from patents (1976-2016). The task is: Predict the reactants needed to synthesize the given product. (1) The reactants are: [N:1]1[CH:6]=[CH:5][CH:4]=[CH:3][C:2]=1[NH2:7].[CH3:8][CH:9]([CH3:13])[C:10](=O)[CH3:11].C(O[BH-](OC(=O)C)OC(=O)C)(=O)C.[Na+]. Given the product [CH3:8][CH:9]([CH3:13])[CH:10]([NH:7][C:2]1[CH:3]=[CH:4][CH:5]=[CH:6][N:1]=1)[CH3:11], predict the reactants needed to synthesize it. (2) Given the product [C:13]([O:12][C:10]([N:17]1[CH2:22][CH2:21][N:20]([C:2]2[C:7]([Br:8])=[CH:6][C:5]([Br:9])=[CH:4][N:3]=2)[CH2:19][CH2:18]1)=[O:11])([CH3:16])([CH3:14])[CH3:15], predict the reactants needed to synthesize it. The reactants are: Br[C:2]1[C:7]([Br:8])=[CH:6][C:5]([Br:9])=[CH:4][N:3]=1.[C:10]([N:17]1[CH2:22][CH2:21][NH:20][CH2:19][CH2:18]1)([O:12][C:13]([CH3:16])([CH3:15])[CH3:14])=[O:11].C(=O)([O-])[O-].[K+].[K+].CC(=O)CC.